From a dataset of Catalyst prediction with 721,799 reactions and 888 catalyst types from USPTO. Predict which catalyst facilitates the given reaction. (1) Reactant: Br[CH2:2][CH2:3][CH2:4][O:5][C:6]1[CH:14]=[C:13]2[C:9]([CH:10]=[N:11][NH:12]2)=[CH:8][CH:7]=1.[Na+].[I-].Cl.[Cl:18][C:19]1[C:24]([Cl:25])=[CH:23][CH:22]=[CH:21][C:20]=1[N:26]1[CH2:31][CH2:30][NH:29][CH2:28][CH2:27]1.C([O-])([O-])=O.[K+].[K+]. Product: [Cl:18][C:19]1[C:24]([Cl:25])=[CH:23][CH:22]=[CH:21][C:20]=1[N:26]1[CH2:31][CH2:30][N:29]([CH2:2][CH2:3][CH2:4][O:5][C:6]2[CH:14]=[C:13]3[C:9]([CH:10]=[N:11][NH:12]3)=[CH:8][CH:7]=2)[CH2:28][CH2:27]1. The catalyst class is: 23. (2) Reactant: [F:1][C:2]1[CH:7]=[C:6]([N:8]2[CH2:13][CH2:12][O:11][CH2:10][CH2:9]2)[C:5]([F:14])=[CH:4][C:3]=1[N:15]1[CH:20]=[C:19]([O:21][CH3:22])[C:18](=[O:23])[C:17]([C:24](O)=[O:25])=[N:16]1.Cl.[CH3:28][NH:29][O:30][CH3:31].C1C=CC2N(O)N=NC=2C=1.C(N(CC)CC)C.CCN=C=NCCCN(C)C. Product: [F:1][C:2]1[CH:7]=[C:6]([N:8]2[CH2:9][CH2:10][O:11][CH2:12][CH2:13]2)[C:5]([F:14])=[CH:4][C:3]=1[N:15]1[CH:20]=[C:19]([O:21][CH3:22])[C:18](=[O:23])[C:17]([C:24]([N:29]([O:30][CH3:31])[CH3:28])=[O:25])=[N:16]1. The catalyst class is: 31. (3) Reactant: [NH2:1][C:2]1[CH:9]=[CH:8][C:5]([CH2:6][NH2:7])=[CH:4][CH:3]=1.C1C(=O)N([O:17][C:18]([CH2:20][I:21])=O)C(=O)C1.C(N(CC)C(C)C)(C)C. Product: [NH2:1][C:2]1[CH:9]=[CH:8][C:5]([CH2:6][NH:7][C:18](=[O:17])[CH2:20][I:21])=[CH:4][CH:3]=1. The catalyst class is: 4. (4) Reactant: Br[CH2:2][C:3](=O)[C:4]([OH:6])=[O:5].[Cl:8][C:9]1[CH:17]=[CH:16][C:12]([C:13]([NH2:15])=[S:14])=[CH:11][CH:10]=1. Product: [Cl:8][C:9]1[CH:17]=[CH:16][C:12]([C:13]2[S:14][CH:2]=[C:3]([C:4]([OH:6])=[O:5])[N:15]=2)=[CH:11][CH:10]=1. The catalyst class is: 12. (5) Reactant: [OH-].[Na+].[Cl:3][C:4]1[CH:5]=[CH:6][C:7]([NH:14][C:15](=[O:28])[CH2:16][C:17]2[CH:22]=[CH:21][CH:20]=[C:19]([C:23]3[CH:27]=[CH:26][O:25][CH:24]=3)[CH:18]=2)=[C:8]([CH:13]=1)[C:9]([O:11]C)=[O:10].Cl. Product: [Cl:3][C:4]1[CH:5]=[CH:6][C:7]([NH:14][C:15](=[O:28])[CH2:16][C:17]2[CH:22]=[CH:21][CH:20]=[C:19]([C:23]3[CH:27]=[CH:26][O:25][CH:24]=3)[CH:18]=2)=[C:8]([CH:13]=1)[C:9]([OH:11])=[O:10]. The catalyst class is: 1.